From a dataset of Full USPTO retrosynthesis dataset with 1.9M reactions from patents (1976-2016). Predict the reactants needed to synthesize the given product. Given the product [CH3:15][O:14][C:12]1[CH:11]=[CH:10][C:9]2[CH:4]3[CH2:5][CH:1]([C:6](=[O:7])[C:8]=2[CH:13]=1)[CH:2]=[CH:3]3, predict the reactants needed to synthesize it. The reactants are: [CH:1]1([C:6]([C:8]2[CH:13]=[C:12]([O:14][CH3:15])[CH:11]=[CH:10][C:9]=2OS(C(F)(F)F)(=O)=O)=[O:7])[CH2:5][CH:4]=[CH:3][CH2:2]1.C(N(C(C)C)CC)(C)C.C([O-])(=O)C.[K+].C1(P(C2C=CC=CC=2)CCCP(C2C=CC=CC=2)C2C=CC=CC=2)C=CC=CC=1.